From a dataset of Forward reaction prediction with 1.9M reactions from USPTO patents (1976-2016). Predict the product of the given reaction. (1) Given the reactants [CH2:1]([O:19][C@@H:20]1[C@H:24]([OH:25])[C@@H:23]([CH2:26][OH:27])[O:22][C@H:21]1[N:28]1[C:38]2[N:37]=[C:35]([NH2:36])[NH:34][C:32](=[O:33])[C:31]=2[N:30]=[CH:29]1)[CH2:2][CH2:3][CH2:4][CH2:5][CH2:6][CH2:7][CH2:8][CH2:9][CH2:10][CH2:11][CH2:12][CH2:13][CH2:14][CH2:15][CH2:16][CH2:17][CH3:18].C[Si](Cl)(C)C.[C:44](Cl)(=[O:48])[CH:45]([CH3:47])[CH3:46], predict the reaction product. The product is: [C:44]([NH:36][C:35]1[NH:34][C:32](=[O:33])[C:31]2[N:30]=[CH:29][N:28]([C:38]=2[N:37]=1)[C@@H:21]1[O:22][C@H:23]([CH2:26][OH:27])[C@@H:24]([OH:25])[C@H:20]1[O:19][CH2:1][CH2:2][CH2:3][CH2:4][CH2:5][CH2:6][CH2:7][CH2:8][CH2:9][CH2:10][CH2:11][CH2:12][CH2:13][CH2:14][CH2:15][CH2:16][CH2:17][CH3:18])(=[O:48])[CH:45]([CH3:47])[CH3:46]. (2) Given the reactants [CH:1](=O)[C:2]1[CH:7]=[CH:6][CH:5]=[CH:4][CH:3]=1.[NH2:9][C@@H:10]([C:15]([OH:17])=[O:16])[C:11]([SH:14])([CH3:13])[CH3:12].[C:18](OC(=O)C)(=[O:20])[CH3:19], predict the reaction product. The product is: [C:18]([N:9]1[C@@H:10]([C:15]([OH:17])=[O:16])[C:11]([CH3:13])([CH3:12])[S:14][C@H:1]1[C:2]1[CH:7]=[CH:6][CH:5]=[CH:4][CH:3]=1)(=[O:20])[CH3:19]. (3) Given the reactants Cl.[CH3:2][C:3]([C:13]1[CH:17]=[C:16]([NH:18][C:19](=[O:32])[C:20]([CH3:31])([S:22]([CH:25]2[CH2:30][CH2:29][O:28][CH2:27][CH2:26]2)(=[O:24])=[O:23])[CH3:21])[O:15][N:14]=1)([CH3:12])[CH2:4][O:5]C1CCCCO1, predict the reaction product. The product is: [OH:5][CH2:4][C:3]([C:13]1[CH:17]=[C:16]([NH:18][C:19](=[O:32])[C:20]([CH3:31])([S:22]([CH:25]2[CH2:26][CH2:27][O:28][CH2:29][CH2:30]2)(=[O:24])=[O:23])[CH3:21])[O:15][N:14]=1)([CH3:12])[CH3:2]. (4) Given the reactants [CH3:1][O:2][C:3](=[O:15])[C:4]1[CH:9]=[C:8]([O:10][CH3:11])[C:7]([O:12][CH3:13])=[CH:6][C:5]=1[NH2:14].[C:16](OC(=O)C)(=[O:18])[CH3:17], predict the reaction product. The product is: [CH3:1][O:2][C:3](=[O:15])[C:4]1[CH:9]=[C:8]([O:10][CH3:11])[C:7]([O:12][CH3:13])=[CH:6][C:5]=1[NH:14][C:16](=[O:18])[CH3:17]. (5) Given the reactants Cl[CH2:2][C:3]1[CH:4]=[C:5]([CH:41]=[CH:42][CH:43]=1)[C:6]([NH:8][C:9]1[CH:14]=[CH:13][C:12]([N:15]2[CH2:20][CH2:19][CH2:18][CH2:17][CH2:16]2)=[CH:11][C:10]=1[C:21]1[CH:22]=[C:23]([CH:38]=[CH:39][N:40]=1)[C:24]([NH:26][CH2:27][C:28]1[CH:33]=[CH:32][CH:31]=[C:30]([C:34]([F:37])([F:36])[F:35])[CH:29]=1)=[O:25])=[O:7].[NH:44]1[CH2:49][CH2:48][CH:47]([CH2:50][CH2:51][OH:52])[CH2:46][CH2:45]1.C([O-])([O-])=O.[K+].[K+], predict the reaction product. The product is: [OH:52][CH2:51][CH2:50][CH:47]1[CH2:48][CH2:49][N:44]([CH2:2][C:3]2[CH:4]=[C:5]([CH:41]=[CH:42][CH:43]=2)[C:6]([NH:8][C:9]2[CH:14]=[CH:13][C:12]([N:15]3[CH2:20][CH2:19][CH2:18][CH2:17][CH2:16]3)=[CH:11][C:10]=2[C:21]2[CH:22]=[C:23]([CH:38]=[CH:39][N:40]=2)[C:24]([NH:26][CH2:27][C:28]2[CH:33]=[CH:32][CH:31]=[C:30]([C:34]([F:37])([F:36])[F:35])[CH:29]=2)=[O:25])=[O:7])[CH2:45][CH2:46]1. (6) Given the reactants Cl[CH2:2][C:3]([NH:5][C:6]1[C:11]([CH:12]([CH3:14])[CH3:13])=[CH:10][CH:9]=[CH:8][C:7]=1[CH:15]([CH3:17])[CH3:16])=[O:4].[NH2:18][CH2:19][C:20]1([NH:26][C:27]2[CH:32]=[CH:31][CH:30]=[CH:29][CH:28]=2)[CH2:25][CH2:24][CH2:23][CH2:22][CH2:21]1.O, predict the reaction product. The product is: [CH:15]([C:7]1[CH:8]=[CH:9][CH:10]=[C:11]([CH:12]([CH3:14])[CH3:13])[C:6]=1[NH:5][C:3](=[O:4])[CH2:2][NH:18][CH2:19][C:20]1([NH:26][C:27]2[CH:32]=[CH:31][CH:30]=[CH:29][CH:28]=2)[CH2:25][CH2:24][CH2:23][CH2:22][CH2:21]1)([CH3:17])[CH3:16]. (7) Given the reactants [OH:1][CH2:2][C:3]1[CH:8]=[CH:7][CH:6]=[CH:5][C:4]=1[OH:9].C(=O)([O-])[O-].[K+].[K+].I[CH2:17][CH2:18][CH2:19][CH3:20], predict the reaction product. The product is: [CH2:17]([O:9][C:4]1[CH:5]=[CH:6][CH:7]=[CH:8][C:3]=1[CH2:2][OH:1])[CH2:18][CH2:19][CH3:20]. (8) Given the reactants [C:1]([NH:4][C:5]1[CH:10]=[CH:9][C:8]([OH:11])=[CH:7][CH:6]=1)(=[O:3])[CH3:2].C(=O)([O-])[O-].[K+].[K+].Cl[CH2:19][CH2:20][N:21]1[C:26](=[O:27])[C:25]2[N:28]([CH3:34])[N:29]=[C:30]([CH2:31][CH2:32][CH3:33])[C:24]=2[N:23]=[C:22]1[CH2:35][CH3:36].C(OCC)(=O)C, predict the reaction product. The product is: [CH2:35]([C:22]1[N:21]([CH2:20][CH2:19][O:11][C:8]2[CH:9]=[CH:10][C:5]([NH:4][C:1](=[O:3])[CH3:2])=[CH:6][CH:7]=2)[C:26](=[O:27])[C:25]2[N:28]([CH3:34])[N:29]=[C:30]([CH2:31][CH2:32][CH3:33])[C:24]=2[N:23]=1)[CH3:36]. (9) Given the reactants [Cl-].[S:2]([C:6]1[CH:11]=[CH:10][CH:9]=[CH:8][CH:7]=1)([O-:5])(=[O:4])=[O:3].C1(S(O)(=O)=O)C=CC=CC=1.[Br-].[C:23]([C:25]1[CH:26]=[CH:27][C:28]([C@H:38]2[N:43]3[C:44](=[O:47])[NH:45][N:46]=[C:42]3[N:41]([C:48]3[CH:53]=[CH:52][CH:51]=[C:50]([C:54]([F:57])([F:56])[F:55])[CH:49]=3)[C:40]([CH3:58])=[C:39]2[C:59]([O:61][CH3:62])=[O:60])=[C:29]([CH2:31][CH2:32][CH2:33][N+:34]([CH3:37])([CH3:36])[CH3:35])[CH:30]=1)#[N:24], predict the reaction product. The product is: [C:6]1([S:2]([O-:5])(=[O:4])=[O:3])[CH:11]=[CH:10][CH:9]=[CH:8][CH:7]=1.[C:23]([C:25]1[CH:26]=[CH:27][C:28]([C@H:38]2[N:43]3[C:44](=[O:47])[NH:45][N:46]=[C:42]3[N:41]([C:48]3[CH:53]=[CH:52][CH:51]=[C:50]([C:54]([F:57])([F:56])[F:55])[CH:49]=3)[C:40]([CH3:58])=[C:39]2[C:59]([O:61][CH3:62])=[O:60])=[C:29]([CH2:31][CH2:32][CH2:33][N+:34]([CH3:37])([CH3:36])[CH3:35])[CH:30]=1)#[N:24]. (10) Given the reactants [F:1][C:2]([F:10])([S:6]([O-:9])(=[O:8])=[O:7])[CH:3]([F:5])[F:4].[K+].[I-].[F:13][C:14]([F:58])([C:42]([F:57])([F:56])[C:43]([F:55])([F:54])[C:44]([F:53])([F:52])[C:45]([F:51])([F:50])[C:46]([F:49])([F:48])[F:47])[CH2:15][CH2:16][P+:17]([CH2:34][CH2:35][CH2:36][CH2:37][CH2:38][CH2:39][CH2:40][CH3:41])([CH2:26][CH2:27][CH2:28][CH2:29][CH2:30][CH2:31][CH2:32][CH3:33])[CH2:18][CH2:19][CH2:20][CH2:21][CH2:22][CH2:23][CH2:24][CH3:25], predict the reaction product. The product is: [F:1][C:2]([F:10])([S:6]([O-:9])(=[O:8])=[O:7])[CH:3]([F:5])[F:4].[F:58][C:14]([F:13])([C:42]([F:56])([F:57])[C:43]([F:54])([F:55])[C:44]([F:52])([F:53])[C:45]([F:50])([F:51])[C:46]([F:47])([F:48])[F:49])[CH2:15][CH2:16][P+:17]([CH2:26][CH2:27][CH2:28][CH2:29][CH2:30][CH2:31][CH2:32][CH3:33])([CH2:18][CH2:19][CH2:20][CH2:21][CH2:22][CH2:23][CH2:24][CH3:25])[CH2:34][CH2:35][CH2:36][CH2:37][CH2:38][CH2:39][CH2:40][CH3:41].